From a dataset of Full USPTO retrosynthesis dataset with 1.9M reactions from patents (1976-2016). Predict the reactants needed to synthesize the given product. (1) Given the product [C:1]([O:4][C:5]1[CH:10]=[CH:9][C:8]([OH:11])=[C:7]([C:19]([CH3:22])([CH3:21])[CH3:20])[C:6]=1[F:23])(=[O:3])[CH3:2], predict the reactants needed to synthesize it. The reactants are: [C:1]([O:4][C:5]1[CH:10]=[CH:9][C:8]([O:11]CC2C=CC=CC=2)=[C:7]([C:19]([CH3:22])([CH3:21])[CH3:20])[C:6]=1[F:23])(=[O:3])[CH3:2]. (2) Given the product [Br:8][C:5]1[CH:6]=[CH:7][C:2]([N:9]2[CH2:14][CH2:13][CH:12]([CH2:15][CH2:16][OH:19])[CH2:11][CH2:10]2)=[N:3][CH:4]=1, predict the reactants needed to synthesize it. The reactants are: Br[C:2]1[CH:7]=[CH:6][C:5]([Br:8])=[CH:4][N:3]=1.[NH:9]1[CH2:14][CH2:13][CH:12]([CH:15](O)[CH3:16])[CH2:11][CH2:10]1.C(=O)([O-])[O-:19].[K+].[K+]. (3) The reactants are: [O:1]=[C:2]([CH2:9][CH2:10][CH3:11])[CH2:3][C:4]([O:6][CH2:7][CH3:8])=[O:5].[CH2:12](O)[CH2:13][OH:14].C(OCC)(OCC)OCC. Given the product [CH2:9]([C:2]1([CH2:3][C:4]([O:6][CH2:7][CH3:8])=[O:5])[O:14][CH2:13][CH2:12][O:1]1)[CH2:10][CH3:11], predict the reactants needed to synthesize it. (4) Given the product [F:34][C:13]1[CH:20]=[C:19]([O:21][CH3:22])[C:18]([O:23][Si:24]([CH:31]([CH3:33])[CH3:32])([CH:28]([CH3:30])[CH3:29])[CH:25]([CH3:27])[CH3:26])=[CH:17][C:14]=1[CH:15]=[O:16], predict the reactants needed to synthesize it. The reactants are: N1CCOCC1.C([Li])CCC.Br[C:13]1[CH:20]=[C:19]([O:21][CH3:22])[C:18]([O:23][Si:24]([CH:31]([CH3:33])[CH3:32])([CH:28]([CH3:30])[CH3:29])[CH:25]([CH3:27])[CH3:26])=[CH:17][C:14]=1[CH:15]=[O:16].[F:34]NS(C1C=CC=CC=1)(=O)=O.Cl. (5) Given the product [Cl:19][C:20]1[CH:25]=[CH:24][C:23](/[CH:26]=[CH:27]/[C:28]2[O:29][CH:30]=[C:31]([CH2:33][O:18][C:15]3[CH:14]=[CH:13][C:12]([CH2:11][O:10][CH2:9][CH2:8][N:3]4[CH:7]=[CH:6][N:5]=[N:4]4)=[CH:17][CH:16]=3)[N:32]=2)=[CH:22][CH:21]=1, predict the reactants needed to synthesize it. The reactants are: [H-].[Na+].[N:3]1([CH2:8][CH2:9][O:10][CH2:11][C:12]2[CH:17]=[CH:16][C:15]([OH:18])=[CH:14][CH:13]=2)[CH:7]=[CH:6][N:5]=[N:4]1.[Cl:19][C:20]1[CH:25]=[CH:24][C:23]([CH:26]=[CH:27][C:28]2[O:29][CH:30]=[C:31]([CH2:33]Cl)[N:32]=2)=[CH:22][CH:21]=1. (6) Given the product [OH:22][C:23]1[CH:24]=[C:25]([CH:29]=[CH:30][CH:31]=1)[CH2:26][N:27]1[C:13]([C:10]2[C:9]([CH3:19])=[N:8][N:7]([C:1]3[CH:6]=[CH:5][CH:4]=[CH:3][CH:2]=3)[C:11]=2[OH:12])=[CH:14][C:15]([CH3:16])=[N:28]1, predict the reactants needed to synthesize it. The reactants are: [C:1]1([N:7]2[C:11](=[O:12])[CH:10]([C:13](=O)[CH2:14][C:15](=O)[CH3:16])[C:9]([CH3:19])=[N:8]2)[CH:6]=[CH:5][CH:4]=[CH:3][CH:2]=1.Cl.Cl.[OH:22][C:23]1[CH:24]=[C:25]([CH:29]=[CH:30][CH:31]=1)[CH2:26][NH:27][NH2:28]. (7) Given the product [CH2:1]([NH:8][CH2:11][CH:10]([CH3:12])[C:9]([O:14][CH3:15])=[O:13])[C:2]1[CH:7]=[CH:6][CH:5]=[CH:4][CH:3]=1, predict the reactants needed to synthesize it. The reactants are: [CH2:1]([NH2:8])[C:2]1[CH:7]=[CH:6][CH:5]=[CH:4][CH:3]=1.[C:9]([O:14][CH3:15])(=[O:13])[C:10]([CH3:12])=[CH2:11]. (8) Given the product [ClH:1].[Cl:1][C:2]1[CH:11]=[C:10]2[C:5]([C:6]([N:12]3[CH2:17][CH2:16][NH:15][CH:14]([CH2:21][OH:22])[CH2:13]3)=[N:7][CH:8]=[N:9]2)=[CH:4][C:3]=1[C:23]1[CH:28]=[CH:27][C:26]([Cl:29])=[CH:25][CH:24]=1, predict the reactants needed to synthesize it. The reactants are: [Cl:1][C:2]1[CH:11]=[C:10]2[C:5]([C:6]([N:12]3[CH2:17][CH2:16][N:15](C([O-])=O)[CH:14]([CH2:21][OH:22])[CH2:13]3)=[N:7][CH:8]=[N:9]2)=[CH:4][C:3]=1[C:23]1[CH:28]=[CH:27][C:26]([Cl:29])=[CH:25][CH:24]=1.Cl.CO. (9) Given the product [C:1]1([C:7]2([CH2:12][CH2:13][CH2:14][NH2:15])[O:11][CH2:10][CH2:9][O:8]2)[CH:2]=[CH:3][CH:4]=[CH:5][CH:6]=1, predict the reactants needed to synthesize it. The reactants are: [C:1]1([C:7]2([CH2:12][CH2:13][CH2:14][N:15]3C(=O)C4C(=CC=CC=4)C3=O)[O:11][CH2:10][CH2:9][O:8]2)[CH:6]=[CH:5][CH:4]=[CH:3][CH:2]=1.